From a dataset of Reaction yield outcomes from USPTO patents with 853,638 reactions. Predict the reaction yield, written as a fraction of the theoretical maximum amount of product (1.0 means a 100% yield; for example, 0.34 means a 34% yield). (1) The reactants are [F:1][C:2]1[CH:7]=[CH:6][C:5]([F:8])=[CH:4][C:3]=1[C@H:9]1[CH2:13][CH2:12][CH2:11][N:10]1[C:14]1[CH:19]=[CH:18][N:17]2[N:20]=[CH:21][C:22]([NH2:23])=[C:16]2[N:15]=1.Cl[C:25](=[O:30])[C:26](OC)=[O:27].C[CH2:32][N:33](C(C)C)[CH:34](C)C.CNC. The catalyst is C(Cl)Cl. The product is [F:1][C:2]1[CH:7]=[CH:6][C:5]([F:8])=[CH:4][C:3]=1[C@H:9]1[CH2:13][CH2:12][CH2:11][N:10]1[C:14]1[CH:19]=[CH:18][N:17]2[N:20]=[CH:21][C:22]([NH:23][C:25](=[O:30])[C:26]([N:33]([CH3:34])[CH3:32])=[O:27])=[C:16]2[N:15]=1. The yield is 0.730. (2) The reactants are FC1C=CC(C2C(C3C=CC4N(C=C(N)N=4)N=3)=C(N3CCNCC3)N(C)N=2)=CC=1.C([NH:33][C:34]1[N:35]=[C:36]2[CH:41]=[CH:40][C:39]([C:42]3[C:43]([C:61]4[CH:66]=[CH:65][C:64]([F:67])=[CH:63][CH:62]=4)=[N:44][N:45]([CH3:60])[C:46]=3[N:47]3[CH2:52][CH2:51][N:50]([C:53]([O:55][C:56]([CH3:59])([CH3:58])[CH3:57])=[O:54])[CH2:49][CH2:48]3)=[N:38][N:37]2[CH:68]=1)(=O)C.CCN(C(C)C)C(C)C.CC(OC(OC(OC(C)(C)C)=O)=O)(C)C. The catalyst is C(Cl)Cl. The product is [NH2:33][C:34]1[N:35]=[C:36]2[CH:41]=[CH:40][C:39]([C:42]3[C:43]([C:61]4[CH:62]=[CH:63][C:64]([F:67])=[CH:65][CH:66]=4)=[N:44][N:45]([CH3:60])[C:46]=3[N:47]3[CH2:48][CH2:49][N:50]([C:53]([O:55][C:56]([CH3:58])([CH3:59])[CH3:57])=[O:54])[CH2:51][CH2:52]3)=[N:38][N:37]2[CH:68]=1. The yield is 0.676. (3) The reactants are [C:1]([C:3]1[CH:9]=[CH:8][C:6]([NH2:7])=[CH:5][CH:4]=1)#[N:2].C(N(CC)CC)C.[Cl-].ClC1N(C)CC[NH+]1C.[CH3:26][O:27][C:28]1[C:29](=[O:52])[C:30]([CH3:51])=[C:31]([CH2:37][C:38]2[CH:39]=[CH:40][C:41]([O:47][C:48](=[O:50])[CH3:49])=[C:42]([CH:46]=2)[C:43](O)=[O:44])[C:32](=[O:36])[C:33]=1[O:34][CH3:35]. The catalyst is C(Cl)Cl. The product is [CH3:26][O:27][C:28]1[C:29](=[O:52])[C:30]([CH3:51])=[C:31]([CH2:37][C:38]2[CH:39]=[CH:40][C:41]([O:47][C:48](=[O:50])[CH3:49])=[C:42]([CH:46]=2)[C:43]([NH:7][C:6]2[CH:8]=[CH:9][C:3]([C:1]#[N:2])=[CH:4][CH:5]=2)=[O:44])[C:32](=[O:36])[C:33]=1[O:34][CH3:35]. The yield is 0.560. (4) The yield is 0.300. The product is [OH:3][NH:2][C:27](=[O:28])[CH:26]=[CH:25][C:20]1[CH:21]=[CH:22][CH:23]=[CH:24][C:19]=1[S:16](=[O:18])(=[O:17])[NH:15][C:9]1[CH:14]=[CH:13][CH:12]=[CH:11][CH:10]=1. The catalyst is O1CCCC1. The reactants are Cl.[NH2:2][OH:3].C([O-])(O)=O.[Na+].[C:9]1([NH:15][S:16]([C:19]2[CH:24]=[CH:23][CH:22]=[CH:21][C:20]=2[CH:25]=[CH:26][C:27](Cl)=[O:28])(=[O:18])=[O:17])[CH:14]=[CH:13][CH:12]=[CH:11][CH:10]=1. (5) The reactants are [N+:1]([C:4]1[CH:8]=[CH:7][NH:6][N:5]=1)([O-:3])=[O:2].[H-].[Na+].Cl[CH2:12][O:13][CH2:14][CH2:15][Si:16]([CH3:19])([CH3:18])[CH3:17]. The catalyst is C1COCC1. The product is [N+:1]([C:4]1[CH:8]=[CH:7][N:6]([CH2:12][O:13][CH2:14][CH2:15][Si:16]([CH3:19])([CH3:18])[CH3:17])[N:5]=1)([O-:3])=[O:2]. The yield is 0.520.